The task is: Predict which catalyst facilitates the given reaction.. This data is from Catalyst prediction with 721,799 reactions and 888 catalyst types from USPTO. (1) Reactant: Cl.Cl.[NH:3]1[CH2:9][CH2:8][CH2:7][CH2:6][CH2:5][NH:4]1.C(N(CC)CC)C.[CH3:17][C:18]1[CH:23]=[C:22]([C:24]#[C:25][CH3:26])[CH:21]=[C:20]([CH3:27])[C:19]=1[CH:28]([C:33](OC)=[O:34])[C:29](OC)=[O:30].[OH-].[Na+]. Product: [CH3:17][C:18]1[CH:23]=[C:22]([C:24]#[C:25][CH3:26])[CH:21]=[C:20]([CH3:27])[C:19]=1[CH:28]1[C:33](=[O:34])[N:4]2[CH2:5][CH2:6][CH2:7][CH2:8][CH2:9][N:3]2[C:29]1=[O:30]. The catalyst class is: 6. (2) Reactant: O[CH2:2][C:3]1[C:7]([CH3:8])=[C:6]([C:9]2[CH:14]=[CH:13][N:12]=[CH:11][CH:10]=2)[S:5][C:4]=1[C:15]1[CH:20]=[CH:19][N:18]=[CH:17][CH:16]=1.C1(P(C2C=CC=CC=2)C2C=CC=CC=2)C=CC=CC=1.[C:40]([O:44][C:45]([NH:47][O:48][C:49]([O:51][C:52]([CH3:55])([CH3:54])[CH3:53])=[O:50])=[O:46])([CH3:43])([CH3:42])[CH3:41].CCOC(/N=N/C(OCC)=O)=O. Product: [C:40]([O:44][C:45]([N:47]([CH2:2][C:3]1[C:7]([CH3:8])=[C:6]([C:9]2[CH:10]=[CH:11][N:12]=[CH:13][CH:14]=2)[S:5][C:4]=1[C:15]1[CH:20]=[CH:19][N:18]=[CH:17][CH:16]=1)[O:48][C:49]([O:51][C:52]([CH3:55])([CH3:54])[CH3:53])=[O:50])=[O:46])([CH3:43])([CH3:42])[CH3:41]. The catalyst class is: 20. (3) Reactant: [CH2:1]([N:3]([C:10]1[CH:15]=[CH:14][C:13]([CH:16]=[CH:17][C:18]2[O:19][C:20]([CH:23]=[O:24])=[CH:21][CH:22]=2)=[CH:12][CH:11]=1)[CH2:4][CH2:5][CH2:6][CH2:7][CH2:8]O)[CH3:2].C1CCC(N=C=NC2CCCCC2)CC1.[I:40][C:41]1[CH:49]=[CH:48][C:44]([C:45](O)=[O:46])=[CH:43][CH:42]=1.CN(C1C=CC=CN=1)C. Product: [CH2:1]([N:3]([C:10]1[CH:15]=[CH:14][C:13]([CH:16]=[CH:17][C:18]2[O:19][C:20]([CH:23]=[O:24])=[CH:21][CH:22]=2)=[CH:12][CH:11]=1)[CH2:4][CH2:5][CH2:6][CH2:7][CH2:8][C:45](=[O:46])[C:44]1[CH:48]=[CH:49][C:41]([I:40])=[CH:42][CH:43]=1)[CH3:2]. The catalyst class is: 7. (4) Reactant: [C:1]([C@@H:4]([NH:20][C@@H:21]([CH2:25][CH:26]([CH3:28])[CH3:27])[C:22]([OH:24])=[O:23])[CH2:5][C:6]1[CH:10]=[CH:9][N:8]([CH2:11][C:12]2[CH:17]=[C:16](Cl)[CH:15]=[C:14](Cl)[CH:13]=2)[N:7]=1)([OH:3])=[O:2].N1C=CC(C(O)=O)=N1.ClC1C=C(C=C(Cl)C=1)CBr.C(Br)C1C=CC=CC=1.ClC1C=C(C=C(Cl)C=1)CN1C=CC(CC2C(OC)=NC(C(C)C)C(OC)=N2)=N1.Cl.C(OC(=O)C(NC(C1C=CN(CC2C=C(Cl)C=C(Cl)C=2)N=1)(C(OC)=O)C)CC(C)C)C1C=CC=CC=1. Product: [CH2:11]([N:8]1[CH:9]=[CH:10][C:6]([CH2:5][C@@H:4]([NH:20][C@@H:21]([CH2:25][CH:26]([CH3:28])[CH3:27])[C:22]([OH:24])=[O:23])[C:1]([OH:3])=[O:2])=[N:7]1)[C:12]1[CH:13]=[CH:14][CH:15]=[CH:16][CH:17]=1. The catalyst class is: 74. (5) Reactant: [SH-:1].[C+4:2].[SH-:3].[SH-].[SH-].[CH3:6][C:7]1[CH:8]=[CH:9][C:10]([N+:17]([O-:19])=[O:18])=[C:11]([CH:16]=1)[C:12]([NH:14][NH2:15])=O.[OH-].[K+]. Product: [CH3:6][C:7]1[CH:8]=[CH:9][C:10]([N+:17]([O-:19])=[O:18])=[C:11]([C:12]2[S:1][C:2]([SH:3])=[N:15][N:14]=2)[CH:16]=1. The catalyst class is: 5.